Dataset: Full USPTO retrosynthesis dataset with 1.9M reactions from patents (1976-2016). Task: Predict the reactants needed to synthesize the given product. (1) Given the product [CH2:38]([O:39][C:6]1[CH:7]=[C:8]([C:10]2[CH:15]=[C:14]([N:16]3[CH2:21][CH2:20][O:19][CH2:18][C@H:17]3[CH:22]([CH3:24])[CH3:23])[N:13]=[C:12]([NH:25][CH3:26])[N:11]=2)[CH:9]=[C:2]([F:1])[C:3]=1[C:4]#[N:5])[CH3:37], predict the reactants needed to synthesize it. The reactants are: [F:1][C:2]1[CH:9]=[C:8]([C:10]2[CH:15]=[C:14]([N:16]3[CH2:21][CH2:20][O:19][CH2:18][C@H:17]3[CH:22]([CH3:24])[CH3:23])[N:13]=[C:12]([NH:25][CH3:26])[N:11]=2)[CH:7]=[C:6](F)[C:3]=1[C:4]#[N:5].C1(C)C=CC=CC=1.[H-].[Na+].[CH3:37][CH2:38][O-:39].[Na+]. (2) Given the product [Br:17][C:11]1[C:10]2[C:5](=[CH:6][CH:7]=[C:8]([O:23][CH3:20])[CH:9]=2)[N:4]=[CH:3][C:2]=1[Cl:1], predict the reactants needed to synthesize it. The reactants are: [Cl:1][C:2]1[C:11](=O)[C:10]2[C:5](=[CH:6][CH:7]=[C:8](F)[C:9]=2OC)[NH:4][CH:3]=1.P(Br)(Br)[Br:17].[C:20](=[O:23])(O)[O-].[Na+]. (3) Given the product [C:38]([NH:37][S:36]([C:32]1[CH:33]=[CH:34][CH:35]=[C:30]([C:29]2[N:23]3[C:24]([CH:25]=[N:26][C:21]([NH:20][C:17]4[CH:18]=[CH:19][C:14]([CH:11]5[CH2:10][CH2:9][NH:8][CH2:13][CH2:12]5)=[CH:15][CH:16]=4)=[N:22]3)=[CH:27][CH:28]=2)[CH:31]=1)(=[O:43])=[O:42])([CH3:41])([CH3:39])[CH3:40], predict the reactants needed to synthesize it. The reactants are: C(OC([N:8]1[CH2:13][CH2:12][CH:11]([C:14]2[CH:19]=[CH:18][C:17]([NH:20][C:21]3[N:26]=[CH:25][C:24]4=[CH:27][CH:28]=[C:29]([C:30]5[CH:35]=[CH:34][CH:33]=[C:32]([S:36](=[O:43])(=[O:42])[NH:37][C:38]([CH3:41])([CH3:40])[CH3:39])[CH:31]=5)[N:23]4[N:22]=3)=[CH:16][CH:15]=2)[CH2:10][CH2:9]1)=O)(C)(C)C.FC(F)(F)C(O)=O. (4) Given the product [OH:23][C:20]1[CH:21]=[CH:22][C:17]([C:13]2[CH:12]=[C:11]3[C:16]([C:8](/[CH:7]=[CH:6]/[C:5]4[CH:29]=[CH:30][C:2]([NH:1][C:40](=[O:41])[CH2:39][NH2:38])=[CH:3][CH:4]=4)=[N:9][NH:10]3)=[CH:15][CH:14]=2)=[CH:18][C:19]=1[O:27][CH3:28], predict the reactants needed to synthesize it. The reactants are: [NH2:1][C:2]1[CH:30]=[CH:29][C:5]([CH:6]=[CH:7][C:8]2[C:16]3[C:11](=[CH:12][C:13]([C:17]4[CH:22]=[CH:21][C:20]([O:23]COC)=[C:19]([O:27][CH3:28])[CH:18]=4)=[CH:14][CH:15]=3)[NH:10][N:9]=2)=[CH:4][CH:3]=1.C([NH:38][CH2:39][C:40](O)=[O:41])(OC(C)(C)C)=O.CN(C(ON1N=NC2C=CC=NC1=2)=[N+](C)C)C.F[P-](F)(F)(F)(F)F. (5) The reactants are: Cl[C:2]1[N:7]=[CH:6][C:5]2[O:8][C:9]3[C:14]([C@:15]4([N:20]=[C:19]([NH2:21])[CH2:18][O:17][CH2:16]4)[C:4]=2[CH:3]=1)=[CH:13][C:12]([C:22]1[C:23]([F:28])=[N:24][CH:25]=[CH:26][CH:27]=1)=[CH:11][CH:10]=3.[O:29]1[CH2:34][CH:33]=[C:32](B(O)O)[CH2:31][CH2:30]1.P([O-])([O-])([O-])=O.[K+].[K+].[K+].O1CCOCC1. Given the product [O:29]1[CH2:30][CH:31]=[C:32]([C:2]2[N:7]=[CH:6][C:5]3[O:8][C:9]4[C:14]([C@:15]5([N:20]=[C:19]([NH2:21])[CH2:18][O:17][CH2:16]5)[C:4]=3[CH:3]=2)=[CH:13][C:12]([C:22]2[C:23]([F:28])=[N:24][CH:25]=[CH:26][CH:27]=2)=[CH:11][CH:10]=4)[CH2:33][CH2:34]1, predict the reactants needed to synthesize it. (6) Given the product [Cl:1][C:2]1[CH:21]=[C:20]([Cl:22])[CH:19]=[CH:18][C:3]=1[CH2:4][O:5][C:6]1[CH:17]=[CH:16][C:9]2[C@H:10]([CH2:13][CH2:14][NH:15][C:23](=[O:25])[CH3:24])[CH2:11][O:12][C:8]=2[CH:7]=1, predict the reactants needed to synthesize it. The reactants are: [Cl:1][C:2]1[CH:21]=[C:20]([Cl:22])[CH:19]=[CH:18][C:3]=1[CH2:4][O:5][C:6]1[CH:17]=[CH:16][C:9]2[C@H:10]([CH2:13][CH2:14][NH2:15])[CH2:11][O:12][C:8]=2[CH:7]=1.[C:23](Cl)(=[O:25])[CH3:24].C([O-])(O)=O.[Na+]. (7) Given the product [CH3:18][O:13][C:12]([C:10]1[S:11][C:7]([CH:5]([OH:6])[C:1]#[CH:2])=[CH:8][CH:9]=1)=[O:14], predict the reactants needed to synthesize it. The reactants are: [C:1]([Mg]Br)#[CH:2].[CH:5]([C:7]1[S:11][C:10]([C:12]([OH:14])=[O:13])=[CH:9][CH:8]=1)=[O:6].[NH4+].[Cl-].O1CCC[CH2:18]1. (8) Given the product [C:5]([O:9][C:10](=[O:22])[NH:11][C@H:12]([CH:13]([CH3:14])[CH3:24])[C:16](=[O:21])[CH:1]=[CH2:2])([CH3:6])([CH3:7])[CH3:8], predict the reactants needed to synthesize it. The reactants are: [CH:1]([Mg]Br)=[CH2:2].[C:5]([O:9][C:10](=[O:22])[NH:11][C@:12]([C:16](=[O:21])N(OC)C)(C)[CH2:13][CH3:14])([CH3:8])([CH3:7])[CH3:6].O1CCC[CH2:24]1.